This data is from Catalyst prediction with 721,799 reactions and 888 catalyst types from USPTO. The task is: Predict which catalyst facilitates the given reaction. (1) Reactant: [NH:1]1[C:9]2[C:4](=[CH:5][CH:6]=[CH:7][CH:8]=2)[C:3](/[CH:10]=[C:11]2\[O:12][C:13]3[C:20]([C:21]#[C:22][CH:23]4[CH2:28][CH2:27][N:26](C(OC(C)(C)C)=O)[CH2:25][CH2:24]4)=[C:19]([O:36][CH3:37])[CH:18]=[CH:17][C:14]=3[C:15]\2=[O:16])=[N:2]1.Cl. Product: [NH:1]1[C:9]2[C:4](=[CH:5][CH:6]=[CH:7][CH:8]=2)[C:3](/[CH:10]=[C:11]2\[O:12][C:13]3[C:20]([C:21]#[C:22][CH:23]4[CH2:24][CH2:25][NH:26][CH2:27][CH2:28]4)=[C:19]([O:36][CH3:37])[CH:18]=[CH:17][C:14]=3[C:15]\2=[O:16])=[N:2]1. The catalyst class is: 135. (2) Reactant: [CH3:1][C:2]1[O:6][C:5]([C:7]2[CH:12]=[CH:11][CH:10]=[CH:9][CH:8]=2)=[N:4][C:3]=1[CH2:13][O:14][C:15]1[CH:35]=[CH:34][C:18]([O:19][CH2:20][C:21]2[O:25][C:24]([C:26]3[CH:31]=[CH:30][CH:29]=[CH:28][CH:27]=3)=[N:23][C:22]=2[CH:32]=O)=[CH:17][CH:16]=1.[CH2:36]([P:45](=[O:52])([O:49][CH2:50][CH3:51])[O:46][CH2:47][CH3:48])P(=O)(OCC)OCC.CN(C)C=O.[H-].[Na+]. Product: [CH3:1][C:2]1[O:6][C:5]([C:7]2[CH:8]=[CH:9][CH:10]=[CH:11][CH:12]=2)=[N:4][C:3]=1[CH2:13][O:14][C:15]1[CH:35]=[CH:34][C:18]([O:19][CH2:20][C:21]2[O:25][C:24]([C:26]3[CH:27]=[CH:28][CH:29]=[CH:30][CH:31]=3)=[N:23][C:22]=2/[CH:32]=[CH:36]/[P:45](=[O:52])([O:46][CH2:47][CH3:48])[O:49][CH2:50][CH3:51])=[CH:17][CH:16]=1. The catalyst class is: 6. (3) Reactant: [C:1]1([NH:7][NH2:8])[CH:6]=[CH:5][CH:4]=[CH:3][CH:2]=1.C([O-])([O-])=O.[Na+].[Na+].[Cl:15][CH2:16][CH2:17][CH2:18][CH2:19][C:20](Cl)=[O:21]. Product: [Cl:15][CH2:16][CH2:17][CH2:18][CH2:19][C:20]([NH:8][NH:7][C:1]1[CH:6]=[CH:5][CH:4]=[CH:3][CH:2]=1)=[O:21]. The catalyst class is: 2. (4) The catalyst class is: 2. Product: [C:8]([C:7]1[C:2]([S:19][CH2:20][C:21]([NH2:23])=[O:22])=[N:3][CH:4]=[N:5][C:6]=1[C:10]1[CH:15]=[CH:14][CH:13]=[C:12]([N+:16]([O-:18])=[O:17])[CH:11]=1)#[N:9]. Reactant: Cl[C:2]1[C:7]([C:8]#[N:9])=[C:6]([C:10]2[CH:15]=[CH:14][CH:13]=[C:12]([N+:16]([O-:18])=[O:17])[CH:11]=2)[N:5]=[CH:4][N:3]=1.[SH:19][CH2:20][C:21]([NH2:23])=[O:22].C(N(C(C)C)CC)(C)C.CCO. (5) Reactant: [CH3:1][O:2][C:3]([NH:5][C:6]1[S:7][C:8]2[C:14]([CH3:15])=[C:13]([S:16]C#N)[CH:12]=[C:11]([CH:19]([CH3:21])[CH3:20])[C:9]=2[N:10]=1)=[O:4].SC[C@H]([C@@H](CS)O)O.P([O-])([O-])([O-])=O. Product: [CH3:1][O:2][C:3]([NH:5][C:6]1[S:7][C:8]2[C:14]([CH3:15])=[C:13]([SH:16])[CH:12]=[C:11]([CH:19]([CH3:21])[CH3:20])[C:9]=2[N:10]=1)=[O:4]. The catalyst class is: 14. (6) Reactant: [CH2:1]([O:8][CH2:9][CH:10]1[CH2:14][O:13]C(C)(C)[O:11]1)[C:2]1[CH:7]=[CH:6][CH:5]=[CH:4][CH:3]=1.P(=O)(O)(O)O.[OH-].[Na+].C([O-])([O-])=O.[OH-].[OH-].[OH-].[OH-].[OH-].[OH-].[OH-].[Mg+2].[Al+3]. Product: [CH2:1]([O:8][CH2:9][CH:10]([OH:11])[CH2:14][OH:13])[C:2]1[CH:7]=[CH:6][CH:5]=[CH:4][CH:3]=1. The catalyst class is: 97.